This data is from Catalyst prediction with 721,799 reactions and 888 catalyst types from USPTO. The task is: Predict which catalyst facilitates the given reaction. Reactant: [H-].[Na+].Cl[C:4]1[N:5]([CH2:12][CH:13]([OH:20])[CH2:14][CH2:15][O:16][CH2:17][O:18][CH3:19])[CH:6]=[C:7]([N+:9]([O-:11])=[O:10])[N:8]=1. Product: [CH3:19][O:18][CH2:17][O:16][CH2:15][CH2:14][CH:13]1[O:20][C:4]2=[N:8][C:7]([N+:9]([O-:11])=[O:10])=[CH:6][N:5]2[CH2:12]1. The catalyst class is: 12.